Dataset: Peptide-MHC class I binding affinity with 185,985 pairs from IEDB/IMGT. Task: Regression. Given a peptide amino acid sequence and an MHC pseudo amino acid sequence, predict their binding affinity value. This is MHC class I binding data. (1) The peptide sequence is QLFTFSPRR. The MHC is HLA-A03:01 with pseudo-sequence HLA-A03:01. The binding affinity (normalized) is 0.751. (2) The peptide sequence is MPGGYCLEEW. The MHC is H-2-Kb with pseudo-sequence H-2-Kb. The binding affinity (normalized) is 0. (3) The MHC is HLA-A02:03 with pseudo-sequence HLA-A02:03. The peptide sequence is GLSQFTQTV. The binding affinity (normalized) is 1.00.